This data is from Full USPTO retrosynthesis dataset with 1.9M reactions from patents (1976-2016). The task is: Predict the reactants needed to synthesize the given product. (1) Given the product [C:10]([O:9][C:7]([N:6]1[CH2:14][C:15]2[CH:20]=[C:19]([Cl:21])[CH:18]=[CH:17][C:16]=2[NH:22][C:4](=[O:3])[CH2:5]1)=[O:8])([CH3:13])([CH3:12])[CH3:11], predict the reactants needed to synthesize it. The reactants are: C([O:3][C:4](=O)[CH2:5][N:6]([CH2:14][C:15]1[CH:20]=[C:19]([Cl:21])[CH:18]=[CH:17][C:16]=1[NH2:22])[C:7]([O:9][C:10]([CH3:13])([CH3:12])[CH3:11])=[O:8])C.CC(C)([O-])C.[K+].O.[Cl-].[NH4+]. (2) The reactants are: [CH3:1][O:2][C:3](=[O:21])[C:4]1[CH:9]=[CH:8][CH:7]=[C:6]([NH:10][C:11]2[N:19]=[C:18]([Cl:20])[N:17]=[C:16]3[C:12]=2[N:13]=[CH:14][NH:15]3)[CH:5]=1.C([O-])([O-])=O.[K+].[K+].CN(C=O)C.[CH2:33](I)[CH3:34]. Given the product [CH3:1][O:2][C:3](=[O:21])[C:4]1[CH:9]=[CH:8][CH:7]=[C:6]([NH:10][C:11]2[N:19]=[C:18]([Cl:20])[N:17]=[C:16]3[C:12]=2[N:13]=[CH:14][N:15]3[CH2:33][CH3:34])[CH:5]=1, predict the reactants needed to synthesize it. (3) Given the product [C:26]([C:11]1[C:12]2[NH:13][C:14]3[C:19]([C:20]=2[C:8]([C:4]2[C:3]([F:29])=[C:2]([NH:1][CH2:30][C:32]4[CH:40]=[CH:39][C:38]([CH3:41])=[CH:37][C:33]=4[C:34]([OH:36])=[O:35])[CH:7]=[CH:6][CH:5]=2)=[CH:9][N:10]=1)=[CH:18][CH:17]=[C:16]([O:21][CH2:22][CH2:23][O:24][CH3:25])[CH:15]=3)(=[O:27])[NH2:28], predict the reactants needed to synthesize it. The reactants are: [NH2:1][C:2]1[C:3]([F:29])=[C:4]([C:8]2[C:20]3[C:19]4[C:14](=[CH:15][C:16]([O:21][CH2:22][CH2:23][O:24][CH3:25])=[CH:17][CH:18]=4)[NH:13][C:12]=3[C:11]([C:26]([NH2:28])=[O:27])=[N:10][CH:9]=2)[CH:5]=[CH:6][CH:7]=1.[CH:30]([C:32]1[CH:40]=[CH:39][C:38]([CH3:41])=[CH:37][C:33]=1[C:34]([OH:36])=[O:35])=O.C(O)(=O)C.C(O[BH-](OC(=O)C)OC(=O)C)(=O)C.[Na+]. (4) The reactants are: [CH:1]1([O:6][C:7]2[N:12]=[C:11]([CH2:13][C:14]3[CH:19]=[CH:18][C:17]([CH2:20][C:21](OC)=[O:22])=[CH:16][CH:15]=3)[CH:10]=[C:9]([C:25]([F:28])([F:27])[F:26])[N:8]=2)[CH2:5][CH2:4][CH2:3][CH2:2]1.CC(C[AlH]CC(C)C)C.C1COCC1. Given the product [CH:1]1([O:6][C:7]2[N:12]=[C:11]([CH2:13][C:14]3[CH:19]=[CH:18][C:17]([CH2:20][CH2:21][OH:22])=[CH:16][CH:15]=3)[CH:10]=[C:9]([C:25]([F:27])([F:28])[F:26])[N:8]=2)[CH2:2][CH2:3][CH2:4][CH2:5]1, predict the reactants needed to synthesize it. (5) Given the product [CH:1]([O:3][C:4]([N:6]1[CH2:30][C@:29]2([C:31](=[O:34])[CH2:32][O:33][S:37]([CH3:36])(=[O:39])=[O:38])[C@@H:8]([CH2:9][C@H:10]3[C@H:23]4[C@@:14]([F:27])([C@:15]5([CH3:26])[C:20]([C@@H:21]([F:24])[CH2:22]4)=[CH:19][C:18](=[O:25])[CH:17]=[CH:16]5)[C@@H:13]([OH:28])[CH2:12][C@@:11]32[CH3:35])[CH2:7]1)=[O:5])=[CH2:2], predict the reactants needed to synthesize it. The reactants are: [CH:1]([O:3][C:4]([N:6]1[CH2:30][C@:29]2([C:31](=[O:34])[CH2:32][OH:33])[C@@H:8]([CH2:9][C@H:10]3[C@H:23]4[C@@:14]([F:27])([C@:15]5([CH3:26])[C:20]([C@@H:21]([F:24])[CH2:22]4)=[CH:19][C:18](=[O:25])[CH:17]=[CH:16]5)[C@@H:13]([OH:28])[CH2:12][C@@:11]32[CH3:35])[CH2:7]1)=[O:5])=[CH2:2].[CH3:36][S:37](Cl)(=[O:39])=[O:38].CCN(C(C)C)C(C)C. (6) Given the product [CH3:1][O:2][C:3](=[O:15])[CH2:4][O:5][C:6]1[CH:11]=[CH:10][C:9]([CH2:12][NH2:13])=[C:8]([F:14])[CH:7]=1, predict the reactants needed to synthesize it. The reactants are: [CH3:1][O:2][C:3](=[O:15])[CH2:4][O:5][C:6]1[CH:11]=[CH:10][C:9]([C:12]#[N:13])=[C:8]([F:14])[CH:7]=1.C(OC(=O)C(OC1C=CC(C#N)=C(F)C=1)C)(C)(C)C.